Predict the reaction yield, written as a fraction of the theoretical maximum amount of product (1.0 means a 100% yield; for example, 0.34 means a 34% yield). From a dataset of Reaction yield outcomes from USPTO patents with 853,638 reactions. (1) The reactants are C(OC([N:8]1C[C@H](OC2C=CN=C(Cl)N=2)C[C@H]1C(O)=O)=O)(C)(C)C.C1([S:27]([C@@:30]2(NC(=O)O)[CH2:32][C@:31]2(C(N)=O)[CH:33]=[CH2:34])(=[O:29])=[O:28])CC1.CCN(C(C)C)C(C)C.C1C=CC2N(O)N=NC=2C=1.CN(C(ON1N=NC2C=CC=CC1=2)=[N+](C)C)C.F[P-](F)(F)(F)(F)F. The catalyst is CC#N. The product is [CH:30]1([S:27]([NH2:8])(=[O:28])=[O:29])[CH2:32][CH2:31][CH2:33][CH2:34]1. The yield is 0.410. (2) The reactants are Br[C:2]1[CH:7]=[CH:6][C:5]([C:8]([CH3:12])([CH3:11])[C:9]#[N:10])=[CH:4][C:3]=1[CH3:13].[Li]C(C)(C)C.C1C[O:22][CH2:21]C1. No catalyst specified. The product is [CH:21]([C:2]1[CH:7]=[CH:6][C:5]([C:8]([CH3:12])([CH3:11])[C:9]#[N:10])=[CH:4][C:3]=1[CH3:13])=[O:22]. The yield is 0.730. (3) The reactants are [CH3:1][Mg]Br.[O:4]=[C:5]1[CH2:10][CH2:9][N:8]([C:11]([O:13][C:14]([CH3:17])([CH3:16])[CH3:15])=[O:12])[CH:7]([C:18]2[CH:23]=[CH:22][CH:21]=[CH:20][CH:19]=2)[CH2:6]1. The catalyst is O1CCCC1. The product is [CH3:1][C@:5]1([OH:4])[CH2:10][CH2:9][N:8]([C:11]([O:13][C:14]([CH3:17])([CH3:16])[CH3:15])=[O:12])[C@@H:7]([C:18]2[CH:19]=[CH:20][CH:21]=[CH:22][CH:23]=2)[CH2:6]1. The yield is 0.290. (4) The reactants are C([O:5][NH:6][C:7]([C:9]1[C:14]([NH:15][C:16]2[CH:21]=[CH:20][C:19]([Br:22])=[CH:18][C:17]=2[F:23])=[C:13]([F:24])[C:12](=[O:25])[N:11]([CH3:26])[CH:10]=1)=[O:8])(C)(C)C.C(O)(C(F)(F)F)=O. No catalyst specified. The product is [OH:5][NH:6][C:7]([C:9]1[C:14]([NH:15][C:16]2[CH:21]=[CH:20][C:19]([Br:22])=[CH:18][C:17]=2[F:23])=[C:13]([F:24])[C:12](=[O:25])[N:11]([CH3:26])[CH:10]=1)=[O:8]. The yield is 0.330. (5) The reactants are [O:1]1CCC[CH2:2]1.Br[C:7]1[CH:21]=[CH:20][C:10]([CH2:11][O:12][C:13]2[CH:18]=[CH:17][C:16]([CH3:19])=[CH:15][N:14]=2)=[CH:9][CH:8]=1.C([Li])CCC.CN(C)C=O. The catalyst is O. The product is [CH3:19][C:16]1[CH:17]=[CH:18][C:13]([O:12][CH2:11][C:10]2[CH:20]=[CH:21][C:7]([CH:2]=[O:1])=[CH:8][CH:9]=2)=[N:14][CH:15]=1. The yield is 0.665. (6) The reactants are C(OC([N:8]1[CH2:13][CH2:12][N:11]([C:14]2[N:15]([CH2:29][CH3:30])[C:16]3[C:21]([C:22]=2[C:23]#[N:24])=[CH:20][CH:19]=[C:18]([C:25]([F:28])([F:27])[F:26])[CH:17]=3)[CH2:10][CH2:9]1)=O)(C)(C)C.C(O)(C(F)(F)F)=O. The catalyst is ClCCl. The product is [CH2:29]([N:15]1[C:16]2[C:21](=[CH:20][CH:19]=[C:18]([C:25]([F:27])([F:28])[F:26])[CH:17]=2)[C:22]([C:23]#[N:24])=[C:14]1[N:11]1[CH2:10][CH2:9][NH:8][CH2:13][CH2:12]1)[CH3:30]. The yield is 1.00.